Dataset: Reaction yield outcomes from USPTO patents with 853,638 reactions. Task: Predict the reaction yield, written as a fraction of the theoretical maximum amount of product (1.0 means a 100% yield; for example, 0.34 means a 34% yield). (1) The reactants are [Br:1][C:2]1[CH:15]=[C:14]2[C:5]([CH2:6][C:7]3([C:13]2=[NH:16])[CH2:12][CH2:11][O:10][CH2:9][CH2:8]3)=[CH:4][CH:3]=1.O=[C:18]([CH3:22])[C:19](=[S:21])[NH2:20]. The catalyst is CO. The product is [Br:1][C:2]1[CH:15]=[C:14]2[C:5]([CH2:6][C:7]3([C:13]42[NH:20][C:19](=[S:21])[C:18]([CH3:22])=[N:16]4)[CH2:12][CH2:11][O:10][CH2:9][CH2:8]3)=[CH:4][CH:3]=1. The yield is 0.950. (2) The reactants are [OH:1][C:2]1[CH:3]=[CH:4][C:5]([C@H:8]([NH:10][C:11](=[O:24])[CH2:12][O:13][C:14]2[CH:19]=[CH:18][C:17]([C:20]([F:23])([F:22])[F:21])=[CH:16][CH:15]=2)[CH3:9])=[N:6][CH:7]=1.Br.Br[CH2:27][C:28]1[CH:33]=[CH:32][CH:31]=[CH:30][N:29]=1.C(=O)([O-])[O-].[Cs+].[Cs+]. The catalyst is CN(C=O)C. The product is [N:29]1[CH:30]=[CH:31][CH:32]=[CH:33][C:28]=1[CH2:27][O:1][C:2]1[CH:3]=[CH:4][C:5]([C@H:8]([NH:10][C:11](=[O:24])[CH2:12][O:13][C:14]2[CH:19]=[CH:18][C:17]([C:20]([F:23])([F:21])[F:22])=[CH:16][CH:15]=2)[CH3:9])=[N:6][CH:7]=1. The yield is 0.890. (3) The yield is 0.870. The catalyst is C(O)C. The product is [CH3:12][S:13]([CH2:2][C:3]1[CH:8]=[CH:7][CH:6]=[C:5]([N+:9]([O-:11])=[O:10])[CH:4]=1)(=[O:15])=[O:14]. The reactants are Br[CH2:2][C:3]1[CH:8]=[CH:7][CH:6]=[C:5]([N+:9]([O-:11])=[O:10])[CH:4]=1.[CH3:12][S:13]([O-:15])=[O:14].[Na+]. (4) The reactants are [Cl:1][C:2]1[CH:3]=[C:4]2[C:8](=[C:9]([Cl:11])[CH:10]=1)[NH:7][C:6]1[C:12]([C:22]([F:25])([F:24])[F:23])([O:17][Si](C)(C)C)[CH2:13][CH2:14][CH2:15][CH2:16][C:5]2=1.[OH-].[K+]. The catalyst is C1COCC1.O. The product is [Cl:1][C:2]1[CH:3]=[C:4]2[C:8](=[C:9]([Cl:11])[CH:10]=1)[NH:7][C:6]1[C:12]([C:22]([F:24])([F:25])[F:23])([OH:17])[CH2:13][CH2:14][CH2:15][CH2:16][C:5]2=1. The yield is 0.210. (5) The reactants are [N+:1]([C:4]1[CH:5]=[C:6]2[C:11](=[O:12])[O:10][C:8](=O)[C:7]2=[CH:13][CH:14]=1)([O-:3])=[O:2].[NH2:15][CH2:16][C:17]([OH:19])=[O:18]. No catalyst specified. The product is [N+:1]([C:4]1[CH:5]=[C:6]2[C:11](=[O:12])[N:15]([CH2:16][C:17]([OH:19])=[O:18])[C:8](=[O:10])[C:7]2=[CH:13][CH:14]=1)([O-:3])=[O:2]. The yield is 0.860. (6) The reactants are [CH:1]([N:4]1[CH:8]=[C:7](B(O)O)[CH:6]=[N:5]1)([CH3:3])[CH3:2].[OH-:12].[Na+].OO.Cl. The catalyst is C1COCC1. The product is [CH:1]([N:4]1[CH:8]=[C:7]([OH:12])[CH:6]=[N:5]1)([CH3:3])[CH3:2]. The yield is 0.710. (7) The reactants are [CH3:1][Mg+].[Br-].CC[O:6][CH2:7][CH3:8].C(OC([C:14]1[N:15]=[C:16]([C:27]2[CH:32]=[CH:31][C:30]([Br:33])=[CH:29][C:28]=2[Cl:34])[N:17]([C:19]2[C:24]([Cl:25])=[CH:23][CH:22]=[CH:21][C:20]=2[Cl:26])[CH:18]=1)=O)C. The catalyst is C1COCC1. The product is [Br:33][C:30]1[CH:31]=[CH:32][C:27]([C:16]2[N:17]([C:19]3[C:24]([Cl:25])=[CH:23][CH:22]=[CH:21][C:20]=3[Cl:26])[CH:18]=[C:14]([C:7]([OH:6])([CH3:8])[CH3:1])[N:15]=2)=[C:28]([Cl:34])[CH:29]=1. The yield is 0.770. (8) The reactants are [CH3:1][O:2][C:3]1[CH:4]=[C:5]2[C:10](=[CH:11][C:12]=1[O:13][CH3:14])[N:9]=[CH:8][CH:7]=[C:6]2[O:15][C:16]1[CH:17]=[C:18]2[C:22](=[CH:23][CH:24]=1)[NH:21][CH:20]=[CH:19]2.C([SiH](CC)CC)C.[Na].O. The catalyst is FC(F)(F)C(O)=O.C(OCC)(=O)C. The product is [CH3:1][O:2][C:3]1[CH:4]=[C:5]2[C:10](=[CH:11][C:12]=1[O:13][CH3:14])[N:9]=[CH:8][CH:7]=[C:6]2[O:15][C:16]1[CH:17]=[C:18]2[C:22](=[CH:23][CH:24]=1)[NH:21][CH2:20][CH2:19]2. The yield is 0.663. (9) The reactants are CC([O-:5])(C)C.[K+].NC1N=[C:15]2[C:11](N=[CH:13][N:14]2[C@@H:17]2[O:21][C@H:20]([CH2:22][O:23][P:24]([NH:34][C@@H:35]([CH3:41])[C:36]([O:38][CH2:39][CH3:40])=[O:37])([O:26]C3C=CC(Cl)=CC=3)=O)[C@@H:19]([OH:42])[C@:18]2([F:44])[CH3:43])=[C:10]([O:45]CC)[N:9]=1. The catalyst is CS(C)=O. The product is [O:5]=[C:13]1[NH:9][C:10](=[O:45])[CH:11]=[CH:15][N:14]1[C@@H:17]1[O:21][C@H:20]2[C@@H:19]([O:42][P@:24]([NH:34][C@@H:35]([CH3:41])[C:36]([O:38][CH2:39][CH3:40])=[O:37])(=[O:26])[O:23][CH2:22]2)[C@:18]1([F:44])[CH3:43]. The yield is 0.500. (10) The reactants are C[O:2][C:3](=O)[C:4]1[CH:9]=[C:8]([Cl:10])[C:7]([O:11][C:12]2[CH:17]=[CH:16][N:15]=[CH:14][C:13]=2[C:18]([N:20]2[C:29]3[C:24](=[CH:25][CH:26]=[CH:27][CH:28]=3)[N:23]([CH:30]3[CH2:32][CH2:31]3)[CH2:22][CH2:21]2)=[O:19])=[CH:6][C:5]=1[Cl:33].[H-].[Al+3].[Li+].[H-].[H-].[H-].C(=O)(O)[O-].[Na+]. The catalyst is O1CCCC1. The product is [CH:30]1([N:23]2[C:24]3[C:29](=[CH:28][CH:27]=[CH:26][CH:25]=3)[N:20]([C:18]([C:13]3[CH:14]=[N:15][CH:16]=[CH:17][C:12]=3[O:11][C:7]3[CH:6]=[C:5]([Cl:33])[C:4]([CH2:3][OH:2])=[CH:9][C:8]=3[Cl:10])=[O:19])[CH2:21][CH2:22]2)[CH2:31][CH2:32]1. The yield is 0.260.